Task: Binary Classification. Given a drug SMILES string, predict its activity (active/inactive) in a high-throughput screening assay against a specified biological target.. Dataset: Orexin1 receptor HTS with 218,158 compounds and 233 confirmed actives (1) The drug is S(=O)(=O)(NCc1occc1)c1ccc(/C=C\C(=O)N2CCN(CC2)c2ccccc2)cc1. The result is 0 (inactive). (2) The drug is Fc1ccc(NC(=O)c2c(CC[N+]([O-])=O)cccc2)cc1. The result is 0 (inactive). (3) The drug is Clc1c(NC(=O)CN(CC(=O)NCCc2ccc(S(=O)(=O)N)cc2)C)cccc1. The result is 0 (inactive). (4) The compound is Clc1c(c2c3c(n(CC(=O)NCCCC)c(=O)c2)CCC3)cccc1. The result is 0 (inactive). (5) The drug is O=C(NNC(=O)C(=O)NCC(C)C)C1CCCCC1. The result is 0 (inactive). (6) The compound is O=C(Nc1cc(ccc1)c1oc(nn1)c1ccccc1)C1CCCCC1. The result is 0 (inactive).